Predict the product of the given reaction. From a dataset of Forward reaction prediction with 1.9M reactions from USPTO patents (1976-2016). Given the reactants [Cl:1][C:2]1[CH:7]=[CH:6][CH:5]=[CH:4][C:3]=1[C:8]1[N:9]([CH3:22])[C:10]([C:13]2([C:17]([O:19]CC)=[O:18])[CH2:16][CH2:15][CH2:14]2)=[N:11][N:12]=1.[OH-].[K+], predict the reaction product. The product is: [Cl:1][C:2]1[CH:7]=[CH:6][CH:5]=[CH:4][C:3]=1[C:8]1[N:9]([CH3:22])[C:10]([C:13]2([C:17]([OH:19])=[O:18])[CH2:14][CH2:15][CH2:16]2)=[N:11][N:12]=1.